Task: Predict the reactants needed to synthesize the given product.. Dataset: Full USPTO retrosynthesis dataset with 1.9M reactions from patents (1976-2016) (1) Given the product [CH:1]([O:4][C:5]1[CH:6]=[C:7]([CH:11]=[C:12]([O:14][CH2:15][C:16]2[S:17][CH:18]=[CH:19][CH:20]=2)[CH:13]=1)[C:8]([NH:28][C:24]1[N:25]=[CH:26][C:42]([C:41]([O:44][CH3:45])=[O:43])=[CH:22][CH:23]=1)=[O:10])([CH3:2])[CH3:3], predict the reactants needed to synthesize it. The reactants are: [CH:1]([O:4][C:5]1[CH:6]=[C:7]([CH:11]=[C:12]([O:14][CH2:15][C:16]2[S:17][CH:18]=[CH:19][CH:20]=2)[CH:13]=1)[C:8]([OH:10])=O)([CH3:3])[CH3:2].C[C:22]1C=[CH:26][N:25]=[C:24]([NH2:28])[C:23]=1C.CCN=C=NCCCN(C)C.[C:41]([O:44][CH2:45]C)(=[O:43])[CH3:42]. (2) Given the product [NH2:17][C:12]1[CH:11]=[C:10]([CH:3]([C:2]([F:21])([F:1])[F:20])[CH2:4][C:5]([O:7][CH2:8][CH3:9])=[O:6])[CH:15]=[CH:14][C:13]=1[F:16], predict the reactants needed to synthesize it. The reactants are: [F:1][C:2]([F:21])([F:20])[C:3]([C:10]1[CH:15]=[CH:14][C:13]([F:16])=[C:12]([N+:17]([O-])=O)[CH:11]=1)=[CH:4][C:5]([O:7][CH2:8][CH3:9])=[O:6]. (3) Given the product [CH2:8]([O:7][C:1]([C:2]1[C:16]2[C:15](=[CH:14][CH:13]=[C:12]([O:11][CH3:10])[CH:17]=2)[NH:18][C:3]=1[CH3:5])=[O:6])[CH3:9], predict the reactants needed to synthesize it. The reactants are: [C:1]([O:7][CH2:8][CH3:9])(=[O:6])[CH2:2][C:3]([CH3:5])=O.[CH3:10][O:11][C:12]1[CH:17]=[CH:16][C:15]([NH:18]N)=[CH:14][CH:13]=1. (4) Given the product [CH3:21][N:22]1[C:30]2[C:25](=[CH:26][C:27]([C:2]3[CH:3]=[CH:4][N:5]4[C:10]([C:11]=3[CH3:12])=[C:9]([CH:13]3[CH2:15][CH2:14]3)[CH:8]=[C:7]([C:16]([O:18][CH3:19])=[O:17])[C:6]4=[O:20])=[CH:28][CH:29]=2)[CH:24]=[N:23]1, predict the reactants needed to synthesize it. The reactants are: Cl[C:2]1[CH:3]=[CH:4][N:5]2[C:10]([C:11]=1[CH3:12])=[C:9]([CH:13]1[CH2:15][CH2:14]1)[CH:8]=[C:7]([C:16]([O:18][CH3:19])=[O:17])[C:6]2=[O:20].[CH3:21][N:22]1[C:30]2[C:25](=[CH:26][C:27](B(O)O)=[CH:28][CH:29]=2)[CH:24]=[N:23]1. (5) Given the product [C:1]([C:13]1[C:14]([OH:16])=[CH:15][C:7]([OH:6])=[C:8]([CH:12]=1)[C:9]([OH:11])=[O:10])([CH3:4])([CH3:3])[CH3:2], predict the reactants needed to synthesize it. The reactants are: [C:1](O)([CH3:4])([CH3:3])[CH3:2].[OH:6][C:7]1[CH:15]=[C:14]([OH:16])[CH:13]=[CH:12][C:8]=1[C:9]([OH:11])=[O:10].FC(F)(F)C(O)=O.S(=O)(=O)(O)O. (6) Given the product [C:20]([O:19][C:17](=[O:18])[CH2:16][N:9]1[C:10]2[CH:15]=[CH:14][CH:13]=[CH:12][C:11]=2[N:7]([C:4]2[S:5][CH:6]=[C:2]([C:17]([O:19][CH3:20])=[O:18])[N:3]=2)[C:8]1=[O:24])([CH3:23])([CH3:22])[CH3:21], predict the reactants needed to synthesize it. The reactants are: Br[C:2]1[N:3]=[C:4]([N:7]2[C:11]3[CH:12]=[CH:13][CH:14]=[CH:15][C:10]=3[N:9]([CH2:16][C:17]([O:19][C:20]([CH3:23])([CH3:22])[CH3:21])=[O:18])[C:8]2=[O:24])[S:5][CH:6]=1.C(N(CC)CC)C.